From a dataset of Reaction yield outcomes from USPTO patents with 853,638 reactions. Predict the reaction yield, written as a fraction of the theoretical maximum amount of product (1.0 means a 100% yield; for example, 0.34 means a 34% yield). (1) The reactants are [Br:1]C1C=C(F)C(C#N)=C(F)C=1.[CH2:12]([OH:16])[CH2:13][CH2:14][OH:15].O.[C:18]1([CH3:24])[CH:23]=[CH:22][CH:21]=[CH:20][CH:19]=1. The catalyst is O.C1(C)C=CC(S(O)(=O)=O)=CC=1. The product is [Br:1][C:20]1[CH:19]=[C:18]([CH:24]2[O:16][CH2:12][CH2:13][CH2:14][O:15]2)[CH:23]=[CH:22][CH:21]=1. The yield is 1.00. (2) The reactants are [C:1]([O:5][NH:6][C:7]([C@:9]1([OH:45])[C@H:14]([NH:15][S:16]([C:19]2[CH:24]=[CH:23][C:22]([O:25][CH2:26][C:27]3[C:36]4[C:31](=[CH:32][CH:33]=[CH:34][CH:35]=4)[N:30]=[C:29]([CH3:37])[CH:28]=3)=[CH:21][CH:20]=2)(=[O:18])=[O:17])[CH2:13][CH2:12][N:11](C(OC(C)(C)C)=O)[CH2:10]1)=[O:8])([CH3:4])([CH3:3])[CH3:2].FC(F)(F)C(O)=O. The catalyst is C(Cl)Cl. The product is [C:1]([O:5][NH:6][C:7]([C@:9]1([OH:45])[C@H:14]([NH:15][S:16]([C:19]2[CH:24]=[CH:23][C:22]([O:25][CH2:26][C:27]3[C:36]4[C:31](=[CH:32][CH:33]=[CH:34][CH:35]=4)[N:30]=[C:29]([CH3:37])[CH:28]=3)=[CH:21][CH:20]=2)(=[O:18])=[O:17])[CH2:13][CH2:12][NH:11][CH2:10]1)=[O:8])([CH3:4])([CH3:3])[CH3:2]. The yield is 0.970. (3) The reactants are [CH2:1]([C:3]1[N:4]([C:28]2[CH:33]=[CH:32][C:31]([C:34]([OH:37])([CH3:36])[CH3:35])=[CH:30][CH:29]=2)[C:5](=[O:27])[C:6]([CH2:12][C:13]2[CH:18]=[CH:17][C:16]([C:19]3[C:20]([C:25]#[N:26])=[CH:21][CH:22]=[CH:23][CH:24]=3)=[CH:15][CH:14]=2)=[C:7]([CH2:9][CH2:10][CH3:11])[N:8]=1)[CH3:2].[H-].[Na+].[CH3:40]I. The catalyst is CN(C)C=O.C(OCC)(=O)C. The product is [CH2:1]([C:3]1[N:4]([C:28]2[CH:33]=[CH:32][C:31]([C:34]([O:37][CH3:40])([CH3:35])[CH3:36])=[CH:30][CH:29]=2)[C:5](=[O:27])[C:6]([CH2:12][C:13]2[CH:14]=[CH:15][C:16]([C:19]3[C:20]([C:25]#[N:26])=[CH:21][CH:22]=[CH:23][CH:24]=3)=[CH:17][CH:18]=2)=[C:7]([CH2:9][CH2:10][CH3:11])[N:8]=1)[CH3:2]. The yield is 0.320.